This data is from Forward reaction prediction with 1.9M reactions from USPTO patents (1976-2016). The task is: Predict the product of the given reaction. Given the reactants [CH:1]1([CH2:17]C2C=C(C)C=CC=2S([O-])(=O)=O)[CH2:4][CH:3]([CH2:5][C:6]2C=C(C)C=CC=2S([O-])(=O)=O)[CH2:2]1.[C-]#[N:30].[Na+].C[N:33]([CH:35]=O)C, predict the reaction product. The product is: [CH:1]1([CH2:17][C:35]#[N:33])[CH2:4][CH:3]([CH2:5][C:6]#[N:30])[CH2:2]1.